From a dataset of Reaction yield outcomes from USPTO patents with 853,638 reactions. Predict the reaction yield, written as a fraction of the theoretical maximum amount of product (1.0 means a 100% yield; for example, 0.34 means a 34% yield). (1) The reactants are CCOP(OCC)([CH2:6][C:7]#[N:8])=O.CC(C)([O-])C.[K+].O=[C:19]1[CH2:22][N:21]([C:23]([O:25][C:26]([CH3:29])([CH3:28])[CH3:27])=[O:24])[CH2:20]1. The catalyst is O1CCCC1.O.[Cl-].[Na+]. The product is [C:7]([CH:6]=[C:19]1[CH2:22][N:21]([C:23]([O:25][C:26]([CH3:29])([CH3:28])[CH3:27])=[O:24])[CH2:20]1)#[N:8]. The yield is 0.610. (2) The reactants are Br[C:2]1[C:3]([N+:13]([O-:15])=[O:14])=[N:4][N:5]([CH:7]2[CH2:12][CH2:11][CH2:10][CH2:9][O:8]2)[CH:6]=1.[C:16]1(B2OC(C)(C)C(C)(C)O2)[CH2:20][CH2:19][CH2:18][CH:17]=1.C(=O)([O-])[O-].[K+].[K+]. The catalyst is C1C=CC(P(C2C=CC=CC=2)[C-]2C=CC=C2)=CC=1.C1C=CC(P(C2C=CC=CC=2)[C-]2C=CC=C2)=CC=1.Cl[Pd]Cl.[Fe+2].CN(C=O)C. The product is [C:16]1([C:2]2[C:3]([N+:13]([O-:15])=[O:14])=[N:4][N:5]([CH:7]3[CH2:12][CH2:11][CH2:10][CH2:9][O:8]3)[CH:6]=2)[CH2:20][CH2:19][CH2:18][CH:17]=1. The yield is 0.890. (3) The yield is 0.720. The reactants are O.[NH2:2]N.C[N:5](/[CH:7]=[N:8]/[C:9]([C:11]1[C:19]2[N:18]=[C:17]([CH3:20])[N:16]([CH2:21][C:22]3[C:31]4[C:26](=[CH:27][CH:28]=[CH:29][CH:30]=4)[CH:25]=[CH:24][CH:23]=3)[C:15]=2[CH:14]=[C:13]([N:32]2[CH2:37][CH2:36][O:35][CH2:34][CH2:33]2)[CH:12]=1)=O)C.C([O-])([O-])=O.[Na+].[Na+]. The catalyst is C(O)(=O)C. The product is [CH3:20][C:17]1[N:16]([CH2:21][C:22]2[C:31]3[C:26](=[CH:27][CH:28]=[CH:29][CH:30]=3)[CH:25]=[CH:24][CH:23]=2)[C:15]2[CH:14]=[C:13]([N:32]3[CH2:33][CH2:34][O:35][CH2:36][CH2:37]3)[CH:12]=[C:11]([C:9]3[N:8]=[CH:7][NH:5][N:2]=3)[C:19]=2[N:18]=1. (4) The reactants are [C:1]1([S:7]([N:10]2[C:14]3=[N:15][CH:16]=[C:17]([S:19][C:20]4[CH:25]=[CH:24][CH:23]=[CH:22][CH:21]=4)[CH:18]=[C:13]3[C:12]([C:26]3[CH:27]=[N:28][N:29](C(C4C=CC=CC=4)(C4C=CC=CC=4)C4C=CC=CC=4)[CH:30]=3)=[CH:11]2)(=[O:9])=[O:8])[CH:6]=[CH:5][CH:4]=[CH:3][CH:2]=1.C(O)(C(F)(F)F)=O.[SiH](C(C)C)(C(C)C)C(C)C.C([O-])(O)=O.[Na+]. The catalyst is C(Cl)Cl.O. The product is [C:1]1([S:7]([N:10]2[C:14]3=[N:15][CH:16]=[C:17]([S:19][C:20]4[CH:25]=[CH:24][CH:23]=[CH:22][CH:21]=4)[CH:18]=[C:13]3[C:12]([C:26]3[CH:27]=[N:28][NH:29][CH:30]=3)=[CH:11]2)(=[O:8])=[O:9])[CH:6]=[CH:5][CH:4]=[CH:3][CH:2]=1. The yield is 0.720. (5) The reactants are Cl.C(OCC)(=O)C.[CH2:8]([O:15][C:16]([NH:18][C@H:19]1[CH2:24][CH2:23][N:22]([C:25](OC(C)(C)C)=[O:26])[CH2:21][C@H:20]1[O:32][CH3:33])=[O:17])[C:9]1[CH:14]=[CH:13][CH:12]=[CH:11][CH:10]=1.C[Si]([N:38]=C=O)(C)C.CO. The catalyst is C(OCC)(=O)C. The product is [C:25]([N:22]1[CH2:23][CH2:24][C@H:19]([NH:18][C:16](=[O:17])[O:15][CH2:8][C:9]2[CH:14]=[CH:13][CH:12]=[CH:11][CH:10]=2)[C@H:20]([O:32][CH3:33])[CH2:21]1)(=[O:26])[NH2:38]. The yield is 0.810. (6) The reactants are [N:1]([C:4](=[CH:10][C:11]1[S:12][C:13]([Br:16])=[CH:14][CH:15]=1)[C:5]([O:7][CH2:8][CH3:9])=[O:6])=[N+]=[N-]. The catalyst is CC1C=CC=CC=1C. The product is [Br:16][C:13]1[S:12][C:11]2[CH:10]=[C:4]([C:5]([O:7][CH2:8][CH3:9])=[O:6])[NH:1][C:15]=2[CH:14]=1. The yield is 0.820. (7) The reactants are Cl.[Cl:2][C:3]1[CH:8]=[CH:7][C:6]([C@@H:9]([CH2:13][NH:14][CH2:15][CH:16]2[CH2:18][CH2:17]2)[C:10]([OH:12])=[O:11])=[CH:5][CH:4]=1.CC#N.O.O.O.O.O.[OH-].C[N+](C)(C)C.[CH3:33][C:34]([O:37][C:38](O[C:38]([O:37][C:34]([CH3:36])([CH3:35])[CH3:33])=[O:39])=[O:39])([CH3:36])[CH3:35]. The catalyst is O. The product is [C:34]([O:37][C:38]([N:14]([CH2:15][CH:16]1[CH2:18][CH2:17]1)[CH2:13][C@H:9]([C:6]1[CH:5]=[CH:4][C:3]([Cl:2])=[CH:8][CH:7]=1)[C:10]([OH:12])=[O:11])=[O:39])([CH3:36])([CH3:35])[CH3:33]. The yield is 0.730. (8) The reactants are Br[C:2]1[CH:7]=[CH:6][N:5]=[C:4]([O:8][CH3:9])[CH:3]=1.[C:10]1(/[CH:16]=[CH:17]/B(O)O)[CH:15]=[CH:14][CH:13]=[CH:12][CH:11]=1.C([O-])([O-])=O.[K+].[K+]. The catalyst is CS(C)=O.C1C=CC(P(C2C=CC=CC=2)[C-]2C=CC=C2)=CC=1.C1C=CC(P(C2C=CC=CC=2)[C-]2C=CC=C2)=CC=1.Cl[Pd]Cl.[Fe+2]. The product is [CH3:9][O:8][C:4]1[CH:3]=[C:2](/[CH:17]=[CH:16]/[C:10]2[CH:15]=[CH:14][CH:13]=[CH:12][CH:11]=2)[CH:7]=[CH:6][N:5]=1. The yield is 0.930. (9) The reactants are II.[C:3]([OH:6])(=[O:5])[CH3:4].C(O)(=O)C.[OH:11][C@H:12]1[CH2:29][CH2:28][C@:27]2([CH3:30])[C@H:14]([CH2:15][CH2:16][C@H:17]3[C@H:26]2[CH2:25][CH2:24][C@:22]2([CH3:23])[C@@H:18]3[CH2:19][C:20](=[O:32])[C@H:21]2O)[CH2:13]1.C([O-])([O-])=O.[Na+].[Na+]. The catalyst is C1COCC1.C1COCC1.CO. The product is [C:3]([OH:6])(=[O:5])[CH3:4].[OH:11][C@H:12]1[CH2:29][CH2:28][C@:27]2([CH3:30])[C@H:14]([CH2:15][CH2:16][C@H:17]3[C@H:26]2[CH2:25][CH2:24][C@:22]2([CH3:23])[C@@H:18]3[CH2:19][C:20](=[O:32])[CH2:21]2)[CH2:13]1. The yield is 0.510.